Dataset: Full USPTO retrosynthesis dataset with 1.9M reactions from patents (1976-2016). Task: Predict the reactants needed to synthesize the given product. Given the product [CH2:40]([C:32]1[O:33][C:34]2[CH:39]=[CH:38][CH:37]=[CH:36][C:35]=2[C:31]=1[CH2:30][C:27]1[CH:28]=[CH:29][C:24]([C:10]2[CH:11]=[CH:12][C:13]([O:14][CH2:15][CH2:16][CH2:17][C:18]3[CH:19]=[CH:20][CH:21]=[CH:22][CH:23]=3)=[C:8]([NH:7][C:5](=[O:6])[C:4]([OH:44])=[O:3])[CH:9]=2)=[CH:25][CH:26]=1)[CH2:41][CH2:42][CH3:43], predict the reactants needed to synthesize it. The reactants are: C([O:3][C:4](=[O:44])[C:5]([NH:7][C:8]1[CH:9]=[C:10]([C:24]2[CH:29]=[CH:28][C:27]([CH2:30][C:31]3[C:35]4[CH:36]=[CH:37][CH:38]=[CH:39][C:34]=4[O:33][C:32]=3[CH2:40][CH2:41][CH2:42][CH3:43])=[CH:26][CH:25]=2)[CH:11]=[CH:12][C:13]=1[O:14][CH2:15][CH2:16][CH2:17][C:18]1[CH:23]=[CH:22][CH:21]=[CH:20][CH:19]=1)=[O:6])C.[OH-].[Na+].Cl.